Dataset: Reaction yield outcomes from USPTO patents with 853,638 reactions. Task: Predict the reaction yield, written as a fraction of the theoretical maximum amount of product (1.0 means a 100% yield; for example, 0.34 means a 34% yield). (1) The reactants are [CH2:1]([O:8][C:9](=[O:23])[CH2:10][C@H:11]([NH:15][C:16]([O:18][C:19]([CH3:22])([CH3:21])[CH3:20])=[O:17])[C:12](O)=[O:13])[C:2]1[CH:7]=[CH:6][CH:5]=[CH:4][CH:3]=1.CN1CCOCC1.ClC(OCC(C)C)=O.[BH4-].[Na+]. The yield is 0.900. The catalyst is O1CCCC1.O. The product is [CH2:1]([O:8][C:9](=[O:23])[CH2:10][C@H:11]([NH:15][C:16]([O:18][C:19]([CH3:21])([CH3:20])[CH3:22])=[O:17])[CH2:12][OH:13])[C:2]1[CH:7]=[CH:6][CH:5]=[CH:4][CH:3]=1. (2) The reactants are [I:1][C:2]1[CH:7]=[CH:6][N:5]=[C:4]([N:8]2[C:12]3[CH2:13][CH2:14][CH2:15][C:11]=3[C:10]([C:16]([OH:18])=O)=[N:9]2)[CH:3]=1.[Cl-].[NH4+:20]. No catalyst specified. The product is [I:1][C:2]1[CH:7]=[CH:6][N:5]=[C:4]([N:8]2[C:12]3[CH2:13][CH2:14][CH2:15][C:11]=3[C:10]([C:16]([NH2:20])=[O:18])=[N:9]2)[CH:3]=1. The yield is 0.280. (3) The reactants are [NH2:1][C@H:2]1[CH2:6][CH2:5][N:4]([CH:7]2[CH2:12][CH2:11][N:10]([C:13]3[S:17][N:16]=[C:15]([CH:18]([CH3:20])[CH3:19])[N:14]=3)[CH2:9][CH2:8]2)[C:3]1=[O:21].C(N(C(C)C)C(C)C)C.[Br:31][C:32]1[CH:33]=[N:34][C:35](Cl)=[N:36][CH:37]=1. The catalyst is C1COCC1. The product is [Br:31][C:32]1[CH:33]=[N:34][C:35]([NH:1][C@H:2]2[CH2:6][CH2:5][N:4]([CH:7]3[CH2:8][CH2:9][N:10]([C:13]4[S:17][N:16]=[C:15]([CH:18]([CH3:19])[CH3:20])[N:14]=4)[CH2:11][CH2:12]3)[C:3]2=[O:21])=[N:36][CH:37]=1. The yield is 0.320. (4) The reactants are C1(P(=[O:20])(C2C=CC=CC=2)C2C=CC=CC=2)C=CC=CC=1.FC(F)(F)S(OS(C(F)(F)F)(=O)=O)(=O)=O.C([S:43][CH:44]([CH2:73][N:74]1[CH2:79][CH2:78][S:77][CH2:76][CH2:75]1)[CH2:45][NH:46][C:47]([C:49]1[NH:50][C:51]2[C:56]([CH:57]=1)=[CH:55][C:54]([O:58][CH2:59][CH2:60][O:61][CH3:62])=[CH:53][C:52]=2[NH:63][S:64]([C:67]1[CH:72]=[CH:71][CH:70]=[CH:69][N:68]=1)(=[O:66])=[O:65])=O)C1C=CC=CC=1.C1(SC)C=CC=CC=1.OOS([O-])=O.[K+].S([O-])([O-])=O.[Na+].[Na+]. The catalyst is ClCCl.O1CCCC1.O.C(O)C. The product is [CH3:62][O:61][CH2:60][CH2:59][O:58][C:54]1[CH:55]=[C:56]2[C:51](=[C:52]([NH:63][S:64]([C:67]3[CH:72]=[CH:71][CH:70]=[CH:69][N:68]=3)(=[O:66])=[O:65])[CH:53]=1)[NH:50][C:49]([C:47]1[S:43][CH:44]([CH2:73][N:74]3[CH2:75][CH2:76][S:77](=[O:20])[CH2:78][CH2:79]3)[CH2:45][N:46]=1)=[CH:57]2. The yield is 0.0610.